Task: Regression. Given a peptide amino acid sequence and an MHC pseudo amino acid sequence, predict their binding affinity value. This is MHC class I binding data.. Dataset: Peptide-MHC class I binding affinity with 185,985 pairs from IEDB/IMGT (1) The peptide sequence is LYHFANYNF. The MHC is HLA-A02:02 with pseudo-sequence HLA-A02:02. The binding affinity (normalized) is 0.313. (2) The peptide sequence is QSDIAGAIH. The MHC is HLA-A31:01 with pseudo-sequence HLA-A31:01. The binding affinity (normalized) is 0.0847.